Dataset: Peptide-MHC class I binding affinity with 185,985 pairs from IEDB/IMGT. Task: Regression. Given a peptide amino acid sequence and an MHC pseudo amino acid sequence, predict their binding affinity value. This is MHC class I binding data. The peptide sequence is RTRGGVAAA. The MHC is HLA-A26:01 with pseudo-sequence HLA-A26:01. The binding affinity (normalized) is 0.0847.